This data is from Peptide-MHC class I binding affinity with 185,985 pairs from IEDB/IMGT. The task is: Regression. Given a peptide amino acid sequence and an MHC pseudo amino acid sequence, predict their binding affinity value. This is MHC class I binding data. (1) The peptide sequence is ETIEEPAVE. The binding affinity (normalized) is 0.0847. The MHC is HLA-A01:01 with pseudo-sequence HLA-A01:01. (2) The binding affinity (normalized) is 0.247. The peptide sequence is LFLLFLEITY. The MHC is HLA-A31:01 with pseudo-sequence HLA-A31:01.